From a dataset of Catalyst prediction with 721,799 reactions and 888 catalyst types from USPTO. Predict which catalyst facilitates the given reaction. (1) Reactant: C[O:2][C:3]1[CH:12]=[C:11]([NH:13][CH3:14])[C:10]([N+:15]([O-:17])=[O:16])=[CH:9][C:4]=1[C:5]([O:7][CH3:8])=[O:6].[Cl-].[Al+3].[Cl-].[Cl-]. Product: [OH:2][C:3]1[CH:12]=[C:11]([NH:13][CH3:14])[C:10]([N+:15]([O-:17])=[O:16])=[CH:9][C:4]=1[C:5]([O:7][CH3:8])=[O:6]. The catalyst class is: 344. (2) Reactant: Br[C:2]1[CH:6]=[CH:5][S:4][C:3]=1[C:7](=[O:9])[CH3:8].[CH3:10][O:11][C:12]1[CH:17]=[CH:16][C:15](B(O)O)=[CH:14][CH:13]=1.C(COC)OC.C([O-])([O-])=O.[Na+].[Na+]. Product: [CH3:10][O:11][C:12]1[CH:17]=[CH:16][C:15]([C:2]2[CH:6]=[CH:5][S:4][C:3]=2[C:7](=[O:9])[CH3:8])=[CH:14][CH:13]=1. The catalyst class is: 103.